Task: Regression. Given two drug SMILES strings and cell line genomic features, predict the synergy score measuring deviation from expected non-interaction effect.. Dataset: NCI-60 drug combinations with 297,098 pairs across 59 cell lines (1) Drug 1: CC1OCC2C(O1)C(C(C(O2)OC3C4COC(=O)C4C(C5=CC6=C(C=C35)OCO6)C7=CC(=C(C(=C7)OC)O)OC)O)O. Drug 2: B(C(CC(C)C)NC(=O)C(CC1=CC=CC=C1)NC(=O)C2=NC=CN=C2)(O)O. Cell line: A549. Synergy scores: CSS=42.0, Synergy_ZIP=0.273, Synergy_Bliss=3.18, Synergy_Loewe=5.82, Synergy_HSA=5.66. (2) Drug 1: CC1C(C(CC(O1)OC2CC(CC3=C2C(=C4C(=C3O)C(=O)C5=C(C4=O)C(=CC=C5)OC)O)(C(=O)C)O)N)O.Cl. Cell line: MOLT-4. Drug 2: C1CNP(=O)(OC1)N(CCCl)CCCl. Synergy scores: CSS=65.4, Synergy_ZIP=13.7, Synergy_Bliss=15.9, Synergy_Loewe=-42.0, Synergy_HSA=15.2.